This data is from Forward reaction prediction with 1.9M reactions from USPTO patents (1976-2016). The task is: Predict the product of the given reaction. (1) Given the reactants [Mg].Br[C:3]1[CH:8]=[CH:7][CH:6]=[C:5]([F:9])[CH:4]=1.[CH2:10]([N:17]1[CH2:22][CH2:21][C:20](=[O:23])[CH2:19][CH2:18]1)[C:11]1[CH:16]=[CH:15][CH:14]=[CH:13][CH:12]=1, predict the reaction product. The product is: [CH2:10]([N:17]1[CH2:22][CH2:21][C:20]([C:3]2[CH:8]=[CH:7][CH:6]=[C:5]([F:9])[CH:4]=2)([OH:23])[CH2:19][CH2:18]1)[C:11]1[CH:12]=[CH:13][CH:14]=[CH:15][CH:16]=1. (2) The product is: [Cl:28][C:27]1[C:22]2[N:21]=[C:20]3[N:14]([C:10]4[C:11]([CH3:13])=[CH:12][C:7]([C:36]#[N:37])=[N:8][CH:9]=4)[CH2:15][CH2:16][CH2:17][CH2:18][N:19]3[C:23]=2[C:24]([CH:29]([CH2:32][CH3:33])[CH2:30][CH3:31])=[CH:25][CH:26]=1. Given the reactants FC(F)(F)S(O[C:7]1[CH:12]=[C:11]([CH3:13])[C:10]([N:14]2[C:20]3=[N:21][C:22]4[C:27]([Cl:28])=[CH:26][CH:25]=[C:24]([CH:29]([CH2:32][CH3:33])[CH2:30][CH3:31])[C:23]=4[N:19]3[CH2:18][CH2:17][CH2:16][CH2:15]2)=[CH:9][N:8]=1)(=O)=O.[CH3:36][N:37](C)C=O, predict the reaction product. (3) Given the reactants [Br:1][C:2]1[CH:3]=[C:4]2[C:9](=[CH:10][CH:11]=1)[N:8]=[CH:7][C:6]([OH:12])=[CH:5]2.O[CH:14]1[CH2:18][CH2:17][N:16]([C:19]([O:21][C:22]([CH3:25])([CH3:24])[CH3:23])=[O:20])[CH2:15]1.PPP.CCOC(/N=N/C(OCC)=O)=O, predict the reaction product. The product is: [Br:1][C:2]1[CH:3]=[C:4]2[C:9](=[CH:10][CH:11]=1)[N:8]=[CH:7][C:6]([O:12][CH:18]1[CH2:14][CH2:15][N:16]([C:19]([O:21][C:22]([CH3:25])([CH3:24])[CH3:23])=[O:20])[CH2:17]1)=[CH:5]2. (4) Given the reactants [OH:1][C:2]1[CH:3]=[C:4]2[C:8](=[CH:9][CH:10]=1)[C:7](=[O:11])[CH2:6][CH2:5]2.[CH2:12](O)[C:13]1[CH:18]=[CH:17][CH:16]=[CH:15][CH:14]=1.C(P(CCCC)CCCC)CCC.N(C(N1CCCCC1)=O)=NC(N1CCCCC1)=O, predict the reaction product. The product is: [CH2:12]([O:1][C:2]1[CH:3]=[C:4]2[C:8](=[CH:9][CH:10]=1)[C:7](=[O:11])[CH2:6][CH2:5]2)[C:13]1[CH:18]=[CH:17][CH:16]=[CH:15][CH:14]=1.